Dataset: Full USPTO retrosynthesis dataset with 1.9M reactions from patents (1976-2016). Task: Predict the reactants needed to synthesize the given product. (1) Given the product [CH:1]1([CH2:7][CH2:8][C:9]2[CH:10]=[CH:11][C:12]([NH:18][C:19]([C:21]3[CH:26]=[CH:25][C:24]([CH:27]4[CH2:32][CH2:31][CH2:30][CH2:29][CH2:28]4)=[CH:23][CH:22]=3)=[O:20])=[C:13]([CH:17]=2)[C:14]([OH:16])=[O:15])[CH2:6][CH2:5][CH2:4][CH2:3][CH2:2]1, predict the reactants needed to synthesize it. The reactants are: [CH:1]1([C:7]#[C:8][C:9]2[CH:10]=[CH:11][C:12]([NH:18][C:19]([C:21]3[CH:26]=[CH:25][C:24]([CH:27]4[CH2:32][CH2:31][CH2:30][CH2:29][CH2:28]4)=[CH:23][CH:22]=3)=[O:20])=[C:13]([CH:17]=2)[C:14]([OH:16])=[O:15])[CH2:6][CH2:5][CH2:4][CH2:3][CH2:2]1. (2) Given the product [CH2:1]([O:8][C:9]1[CH:10]=[C:11]([CH:12]([CH3:14])[CH3:13])[N:21]([CH:18]([CH3:20])[CH3:19])[N:22]=1)[C:2]1[CH:7]=[CH:6][CH:5]=[CH:4][CH:3]=1, predict the reactants needed to synthesize it. The reactants are: [CH2:1]([O:8][C:9](=S)[CH2:10][C:11](=O)[CH:12]([CH3:14])[CH3:13])[C:2]1[CH:7]=[CH:6][CH:5]=[CH:4][CH:3]=1.Cl.[CH:18]([NH:21][NH2:22])([CH3:20])[CH3:19].C(N(CC)CC)C.O. (3) Given the product [F:1][C:2]1[CH:3]=[C:4]([CH:15]=[CH:16][CH:17]=1)[CH2:5][C:6]1[CH:7]=[CH:8][C:9]([C:10]([NH:19][CH2:20][CH2:21][C:22]2[C:30]3[C:25](=[CH:26][CH:27]=[C:28]([OH:31])[CH:29]=3)[NH:24][CH:23]=2)=[O:12])=[CH:13][CH:14]=1, predict the reactants needed to synthesize it. The reactants are: [F:1][C:2]1[CH:3]=[C:4]([CH:15]=[CH:16][CH:17]=1)[CH2:5][C:6]1[CH:14]=[CH:13][C:9]([C:10]([OH:12])=O)=[CH:8][CH:7]=1.Cl.[NH2:19][CH2:20][CH2:21][C:22]1[C:30]2[C:25](=[CH:26][CH:27]=[C:28]([OH:31])[CH:29]=2)[NH:24][CH:23]=1.CN(C(ON1N=NC2C=CC=NC1=2)=[N+](C)C)C.F[P-](F)(F)(F)(F)F.C(N(CC)C(C)C)(C)C. (4) Given the product [O:12]1[CH2:13][CH2:14][CH2:15][CH2:16][CH:11]1[N:6]1[C:7]2[CH:8]=[CH:9][CH:10]=[C:2]([C:17]#[N:18])[C:3]=2[CH:4]=[N:5]1, predict the reactants needed to synthesize it. The reactants are: Br[C:2]1[CH:10]=[CH:9][CH:8]=[C:7]2[C:3]=1[CH:4]=[N:5][N:6]2[CH:11]1[CH2:16][CH2:15][CH2:14][CH2:13][O:12]1.[CH3:17][N:18]1C(=O)CCC1. (5) Given the product [Cl:47][C:27]1[C:26]([NH:25][C:2]2[N:7]=[C:6]([N:8]([CH2:18][CH3:19])[CH2:9][C:10]3[CH:15]=[CH:14][C:13]([O:16][CH3:17])=[CH:12][CH:11]=3)[C:5]3=[N:20][CH:21]=[C:22]([C:23]#[N:24])[N:4]3[N:3]=2)=[CH:31][C:30]([C:32]#[N:33])=[CH:29][C:28]=1[N:34]1[CH2:39][CH2:38][C@@H:37]([NH:40][C:41](=[O:45])[O:42][CH2:43][CH3:44])[C@H:36]([OH:46])[CH2:35]1, predict the reactants needed to synthesize it. The reactants are: Cl[C:2]1[N:7]=[C:6]([N:8]([CH2:18][CH3:19])[CH2:9][C:10]2[CH:15]=[CH:14][C:13]([O:16][CH3:17])=[CH:12][CH:11]=2)[C:5]2=[N:20][CH:21]=[C:22]([C:23]#[N:24])[N:4]2[N:3]=1.[NH2:25][C:26]1[C:27]([Cl:47])=[C:28]([N:34]2[CH2:39][CH2:38][C@@H:37]([NH:40][C:41](=[O:45])[O:42][CH2:43][CH3:44])[C@H:36]([OH:46])[CH2:35]2)[CH:29]=[C:30]([C:32]#[N:33])[CH:31]=1.C([O-])([O-])=O.[Cs+].[Cs+].CC1(C)C2C(=C(P(C3C=CC=CC=3)C3C=CC=CC=3)C=CC=2)OC2C(P(C3C=CC=CC=3)C3C=CC=CC=3)=CC=CC1=2. (6) Given the product [C:1]([NH:8][C@H:9]([C:13]([O:15][CH2:32][C@H:33]([CH2:46][CH2:47][O:48][C:49](=[O:67])[CH2:50][CH2:51][CH2:52][CH2:53][CH2:54][CH2:55][CH2:56][CH2:57][CH2:58][CH2:59][CH2:60][CH2:61][CH2:62][CH2:63][CH2:64][CH2:65][CH3:66])[CH2:34][N:35]1[CH:43]=[N:42][C:41]2[C:40](=[O:44])[NH:39][C:38]([NH2:45])=[N:37][C:36]1=2)=[O:14])[CH:10]([CH3:11])[CH3:12])([O:3][C:4]([CH3:5])([CH3:7])[CH3:6])=[O:2], predict the reactants needed to synthesize it. The reactants are: [C:1]([NH:8][C@H:9]([C:13]([OH:15])=[O:14])[CH:10]([CH3:12])[CH3:11])([O:3][C:4]([CH3:7])([CH3:6])[CH3:5])=[O:2].C1(N=C=NC2CCCCC2)CCCCC1.O[CH2:32][C@H:33]([CH2:46][CH2:47][O:48][C:49](=[O:67])[CH2:50][CH2:51][CH2:52][CH2:53][CH2:54][CH2:55][CH2:56][CH2:57][CH2:58][CH2:59][CH2:60][CH2:61][CH2:62][CH2:63][CH2:64][CH2:65][CH3:66])[CH2:34][N:35]1[CH:43]=[N:42][C:41]2[C:40](=[O:44])[NH:39][C:38]([NH2:45])=[N:37][C:36]1=2.CN(C)C=O. (7) Given the product [C:15]([SiH2:19][O:20][C:21]([CH3:32])([CH3:31])[C:22]1[CH:23]=[C:24]([CH:27]=[CH:28][C:29]=1[Cl:30])[CH2:25][NH:26][C:1](=[O:4])[CH2:2][CH3:3])([CH3:18])([CH3:16])[CH3:17], predict the reactants needed to synthesize it. The reactants are: [C:1](Cl)(=[O:4])[CH2:2][CH3:3].CCN(C(C)C)C(C)C.[C:15]([SiH2:19][O:20][C:21]([CH3:32])([CH3:31])[C:22]1[CH:23]=[C:24]([CH:27]=[CH:28][C:29]=1[Cl:30])[CH2:25][NH2:26])([CH3:18])([CH3:17])[CH3:16].